From a dataset of Full USPTO retrosynthesis dataset with 1.9M reactions from patents (1976-2016). Predict the reactants needed to synthesize the given product. (1) The reactants are: [CH2:1]([O:3][C:4](=[O:14])[C:5]1[CH:10]=[C:9]([F:11])[C:8](F)=[CH:7][C:6]=1[F:13])[CH3:2].[CH2:15]([N:17](CC)[CH2:18][CH3:19])[CH3:16].N1CCCC1. Given the product [CH2:1]([O:3][C:4](=[O:14])[C:5]1[CH:10]=[C:9]([F:11])[C:8]([N:17]2[CH2:18][CH2:19][CH2:16][CH2:15]2)=[CH:7][C:6]=1[F:13])[CH3:2], predict the reactants needed to synthesize it. (2) Given the product [C:1]([O:5][C@@H:6]([C:12]1[C:36]([CH3:37])=[CH:35][C:15]2[N:16]=[C:17]([C:19]3[CH:24]=[CH:23][N:22]=[C:21]([C:25]4[CH:26]=[C:27]5[CH:33]=[C:32]([CH3:34])[N:31]([CH3:45])[C:28]5=[N:29][CH:30]=4)[CH:20]=3)[S:18][C:14]=2[C:13]=1[C:38]1[CH:39]=[CH:40][C:41]([Cl:44])=[CH:42][CH:43]=1)[C:7]([O:9][CH2:10][CH3:11])=[O:8])([CH3:2])([CH3:3])[CH3:4], predict the reactants needed to synthesize it. The reactants are: [C:1]([O:5][C@@H:6]([C:12]1[C:36]([CH3:37])=[CH:35][C:15]2[N:16]=[C:17]([C:19]3[CH:24]=[CH:23][N:22]=[C:21]([C:25]4[CH:26]=[C:27]5[CH:33]=[C:32]([CH3:34])[NH:31][C:28]5=[N:29][CH:30]=4)[CH:20]=3)[S:18][C:14]=2[C:13]=1[C:38]1[CH:43]=[CH:42][C:41]([Cl:44])=[CH:40][CH:39]=1)[C:7]([O:9][CH2:10][CH3:11])=[O:8])([CH3:4])([CH3:3])[CH3:2].[C:45](=O)([O-])[O-].[Cs+].[Cs+].IC. (3) Given the product [OH:1][C:2]1[C:3]([C:18]([NH:20][CH2:21][C:22]([OH:24])=[O:23])=[O:19])=[C:4]2[C:9](=[C:10]([C:12]3[CH:13]=[CH:14][CH:15]=[CH:16][CH:17]=3)[CH:11]=1)[N:8]=[CH:7][CH:6]=[N:5]2, predict the reactants needed to synthesize it. The reactants are: [OH:1][C:2]1[C:3]([C:18]([NH:20][CH2:21][C:22]([O:24]CC)=[O:23])=[O:19])=[C:4]2[C:9](=[C:10]([C:12]3[CH:17]=[CH:16][CH:15]=[CH:14][CH:13]=3)[CH:11]=1)[N:8]=[CH:7][CH:6]=[N:5]2.[OH-].[Na+]. (4) The reactants are: [CH2:1]([O:8][C:9](=[O:30])[CH:10]([C:21]1[CH:26]=[CH:25][C:24]([N+:27]([O-])=O)=[CH:23][N:22]=1)[C:11]([O:13][CH2:14][C:15]1[CH:20]=[CH:19][CH:18]=[CH:17][CH:16]=1)=[O:12])[C:2]1[CH:7]=[CH:6][CH:5]=[CH:4][CH:3]=1.O1CCCC1.O.[Cl-].[NH4+]. Given the product [CH2:1]([O:8][C:9](=[O:30])[CH:10]([C:21]1[CH:26]=[CH:25][C:24]([NH2:27])=[CH:23][N:22]=1)[C:11]([O:13][CH2:14][C:15]1[CH:20]=[CH:19][CH:18]=[CH:17][CH:16]=1)=[O:12])[C:2]1[CH:7]=[CH:6][CH:5]=[CH:4][CH:3]=1, predict the reactants needed to synthesize it. (5) Given the product [CH2:12]([O:19][C:20]1[C:21]([CH2:36][OH:9])=[N:22][CH:23]=[CH:24][C:25]=1[O:26][CH2:27][C:28]1[CH:29]=[CH:30][C:31]([O:34][CH3:35])=[CH:32][CH:33]=1)[C:13]1[CH:18]=[CH:17][CH:16]=[CH:15][CH:14]=1, predict the reactants needed to synthesize it. The reactants are: C1C=C(Cl)C=C(C(OO)=[O:9])C=1.[CH2:12]([O:19][C:20]1[C:21]([CH3:36])=[N:22][CH:23]=[CH:24][C:25]=1[O:26][CH2:27][C:28]1[CH:33]=[CH:32][C:31]([O:34][CH3:35])=[CH:30][CH:29]=1)[C:13]1[CH:18]=[CH:17][CH:16]=[CH:15][CH:14]=1.C([O-])([O-])=O.[K+].[K+]. (6) Given the product [O:20]=[C:14]1[CH:13]=[CH:12][C:11]([C:10]2[C:9]([C:21]3[CH:22]=[CH:23][CH:24]=[CH:25][CH:26]=3)=[N:8][N:5]3[CH:6]=[CH:7][C:2]([O:1][S:37]([C:36]([F:49])([F:48])[F:35])(=[O:39])=[O:38])=[CH:3][C:4]=23)=[N:16][N:15]1[CH:17]([CH3:19])[CH3:18], predict the reactants needed to synthesize it. The reactants are: [OH:1][C:2]1[CH:7]=[CH:6][N:5]2[N:8]=[C:9]([C:21]3[CH:26]=[CH:25][CH:24]=[CH:23][CH:22]=3)[C:10]([C:11]3[CH:12]=[CH:13][C:14](=[O:20])[N:15]([CH:17]([CH3:19])[CH3:18])[N:16]=3)=[C:4]2[CH:3]=1.N1C(C)=CC=CC=1C.[F:35][C:36]([F:49])([F:48])[S:37](O[S:37]([C:36]([F:49])([F:48])[F:35])(=[O:39])=[O:38])(=[O:39])=[O:38]. (7) The reactants are: [CH2:1]([C:7]([OH:9])=[O:8])[C@@H:2]([OH:6])[C:3]([OH:5])=[O:4].CO[C:12](OC)([CH3:14])[CH3:13]. Given the product [CH3:13][C:12]1([CH3:14])[O:6][C@H:2]([CH2:1][C:7]([OH:9])=[O:8])[C:3](=[O:5])[O:4]1, predict the reactants needed to synthesize it.